Task: Predict the reactants needed to synthesize the given product.. Dataset: Full USPTO retrosynthesis dataset with 1.9M reactions from patents (1976-2016) Given the product [NH2:5][C:6]1[C:15]2[N:16]=[C:17]([CH2:29][NH:30][C:3]([NH:2][CH3:1])=[O:4])[N:18]([CH2:19][CH2:20][NH:21][C:22](=[O:28])[O:23][C:24]([CH3:26])([CH3:25])[CH3:27])[C:14]=2[C:13]2[CH:12]=[CH:11][CH:10]=[CH:9][C:8]=2[N:7]=1, predict the reactants needed to synthesize it. The reactants are: [CH3:1][N:2]=[C:3]=[O:4].[NH2:5][C:6]1[C:15]2[N:16]=[C:17]([CH2:29][NH2:30])[N:18]([CH2:19][CH2:20][NH:21][C:22](=[O:28])[O:23][C:24]([CH3:27])([CH3:26])[CH3:25])[C:14]=2[C:13]2[CH:12]=[CH:11][CH:10]=[CH:9][C:8]=2[N:7]=1.